Dataset: Full USPTO retrosynthesis dataset with 1.9M reactions from patents (1976-2016). Task: Predict the reactants needed to synthesize the given product. Given the product [CH3:23][O:22][C:19]1[CH:20]=[CH:21][C:16]([CH2:15][N:12]2[C:13]3[C:9](=[CH:8][CH:7]=[C:6]([C:4]([C:26]4[CH:31]=[CH:30][CH:29]=[CH:28][CH:27]=4)=[O:5])[CH:14]=3)[C:10]([CH3:24])=[CH:11]2)=[CH:17][CH:18]=1, predict the reactants needed to synthesize it. The reactants are: CON(C)[C:4]([C:6]1[CH:14]=[C:13]2[C:9]([C:10]([CH3:24])=[CH:11][N:12]2[CH2:15][C:16]2[CH:21]=[CH:20][C:19]([O:22][CH3:23])=[CH:18][CH:17]=2)=[CH:8][CH:7]=1)=[O:5].[C:26]1([Mg]Cl)[CH:31]=[CH:30][CH:29]=[CH:28][CH:27]=1.Cl.